This data is from NCI-60 drug combinations with 297,098 pairs across 59 cell lines. The task is: Regression. Given two drug SMILES strings and cell line genomic features, predict the synergy score measuring deviation from expected non-interaction effect. (1) Drug 1: COC1=C(C=C2C(=C1)N=CN=C2NC3=CC(=C(C=C3)F)Cl)OCCCN4CCOCC4. Drug 2: C1=NC2=C(N1)C(=S)N=CN2. Cell line: UACC62. Synergy scores: CSS=27.5, Synergy_ZIP=-10.9, Synergy_Bliss=-9.49, Synergy_Loewe=-10.5, Synergy_HSA=-7.80. (2) Drug 1: CCC1(CC2CC(C3=C(CCN(C2)C1)C4=CC=CC=C4N3)(C5=C(C=C6C(=C5)C78CCN9C7C(C=CC9)(C(C(C8N6C)(C(=O)OC)O)OC(=O)C)CC)OC)C(=O)OC)O.OS(=O)(=O)O. Drug 2: COC1=C2C(=CC3=C1OC=C3)C=CC(=O)O2. Cell line: U251. Synergy scores: CSS=-2.15, Synergy_ZIP=0.616, Synergy_Bliss=-1.55, Synergy_Loewe=-0.739, Synergy_HSA=-2.72. (3) Drug 1: CS(=O)(=O)C1=CC(=C(C=C1)C(=O)NC2=CC(=C(C=C2)Cl)C3=CC=CC=N3)Cl. Drug 2: CCC1(C2=C(COC1=O)C(=O)N3CC4=CC5=C(C=CC(=C5CN(C)C)O)N=C4C3=C2)O.Cl. Cell line: RXF 393. Synergy scores: CSS=14.8, Synergy_ZIP=-5.56, Synergy_Bliss=-1.09, Synergy_Loewe=0.0326, Synergy_HSA=1.19. (4) Synergy scores: CSS=1.14, Synergy_ZIP=7.39, Synergy_Bliss=-8.35, Synergy_Loewe=-1.97, Synergy_HSA=-5.04. Drug 2: C1CNP(=O)(OC1)N(CCCl)CCCl. Cell line: T-47D. Drug 1: C1CC(=O)NC(=O)C1N2C(=O)C3=CC=CC=C3C2=O. (5) Drug 1: C1=CN(C=N1)CC(O)(P(=O)(O)O)P(=O)(O)O. Drug 2: C1=NNC2=C1C(=O)NC=N2. Cell line: RPMI-8226. Synergy scores: CSS=4.25, Synergy_ZIP=-3.05, Synergy_Bliss=-6.47, Synergy_Loewe=-1.94, Synergy_HSA=-4.76. (6) Drug 1: CN1C2=C(C=C(C=C2)N(CCCl)CCCl)N=C1CCCC(=O)O.Cl. Drug 2: CC1CCCC2(C(O2)CC(NC(=O)CC(C(C(=O)C(C1O)C)(C)C)O)C(=CC3=CSC(=N3)C)C)C. Cell line: DU-145. Synergy scores: CSS=37.4, Synergy_ZIP=1.97, Synergy_Bliss=-0.314, Synergy_Loewe=-35.1, Synergy_HSA=-0.196. (7) Drug 1: CN1CCC(CC1)COC2=C(C=C3C(=C2)N=CN=C3NC4=C(C=C(C=C4)Br)F)OC. Drug 2: CC1=CC=C(C=C1)C2=CC(=NN2C3=CC=C(C=C3)S(=O)(=O)N)C(F)(F)F. Cell line: K-562. Synergy scores: CSS=45.3, Synergy_ZIP=3.11, Synergy_Bliss=5.06, Synergy_Loewe=-21.2, Synergy_HSA=5.38. (8) Drug 1: C1CCC(CC1)NC(=O)N(CCCl)N=O. Drug 2: C1=NC2=C(N=C(N=C2N1C3C(C(C(O3)CO)O)F)Cl)N. Cell line: NCI/ADR-RES. Synergy scores: CSS=30.5, Synergy_ZIP=-6.15, Synergy_Bliss=-10.0, Synergy_Loewe=-15.0, Synergy_HSA=-8.64.